This data is from Catalyst prediction with 721,799 reactions and 888 catalyst types from USPTO. The task is: Predict which catalyst facilitates the given reaction. Reactant: [Li+].[OH-].C[O:4][C:5](=[O:48])[CH:6]([O:18][P:19]([CH:22]([NH:26][C:27](=[O:47])[CH:28]([NH:36][C:37]([O:39][CH2:40][C:41]1[CH:46]=[CH:45][CH:44]=[CH:43][CH:42]=1)=[O:38])[CH2:29][C:30]1[CH:35]=[CH:34][CH:33]=[CH:32][CH:31]=1)[CH:23]([CH3:25])[CH3:24])([OH:21])=[O:20])[CH2:7][CH2:8][CH2:9][NH:10][C:11]([O:13][C:14]([CH3:17])([CH3:16])[CH3:15])=[O:12].C(OCC)(=O)C. Product: [CH2:40]([O:39][C:37]([NH:36][CH:28]([CH2:29][C:30]1[CH:31]=[CH:32][CH:33]=[CH:34][CH:35]=1)[C:27]([NH:26][CH:22]([P:19]([OH:21])([O:18][CH:6]([CH2:7][CH2:8][CH2:9][NH:10][C:11]([O:13][C:14]([CH3:16])([CH3:15])[CH3:17])=[O:12])[C:5]([OH:48])=[O:4])=[O:20])[CH:23]([CH3:25])[CH3:24])=[O:47])=[O:38])[C:41]1[CH:46]=[CH:45][CH:44]=[CH:43][CH:42]=1. The catalyst class is: 10.